Dataset: Reaction yield outcomes from USPTO patents with 853,638 reactions. Task: Predict the reaction yield, written as a fraction of the theoretical maximum amount of product (1.0 means a 100% yield; for example, 0.34 means a 34% yield). The yield is 0.610. The reactants are [CH2:1]([C:5]1[N:6]=[C:7]([CH3:27])[NH:8][C:9](=[O:26])[C:10]=1[CH2:11][C:12]1[CH:17]=[CH:16][C:15]([C:18]2[C:19]([C:24]#[N:25])=[CH:20][CH:21]=[CH:22][CH:23]=2)=[CH:14][CH:13]=1)[CH2:2][CH2:3][CH3:4].[H-].[Na+].Br[CH2:31][C:32]1[S:33][CH:34]=[CH:35][CH:36]=1.[Cl-].O[NH3+:39].[C:40](=[O:43])([O-])[OH:41].[Na+]. The catalyst is C(OCC)(=O)C.CS(C)=O.CN(C)C=O. The product is [CH2:1]([C:5]1[N:6]=[C:7]([CH3:27])[N:8]([CH2:31][C:32]2[S:33][CH:34]=[CH:35][CH:36]=2)[C:9](=[O:26])[C:10]=1[CH2:11][C:12]1[CH:17]=[CH:16][C:15]([C:18]2[CH:23]=[CH:22][CH:21]=[CH:20][C:19]=2[C:24]2[NH:39][C:40](=[O:43])[O:41][N:25]=2)=[CH:14][CH:13]=1)[CH2:2][CH2:3][CH3:4].